This data is from Reaction yield outcomes from USPTO patents with 853,638 reactions. The task is: Predict the reaction yield, written as a fraction of the theoretical maximum amount of product (1.0 means a 100% yield; for example, 0.34 means a 34% yield). (1) The yield is 0.400. The reactants are [CH2:1]([O:8][C:9]1[C:14](C(O)=O)=[CH:13][N:12]=[C:11]([N:18]2[CH:22]=[CH:21][CH:20]=[N:19]2)[N:10]=1)[C:2]1[CH:7]=[CH:6][CH:5]=[CH:4][CH:3]=1.CC[N:25](CC)CC.C1C=CC(P(N=[N+]=[N-])(C2C=CC=CC=2)=O)=CC=1.O. The catalyst is C1COCC1. The product is [CH2:1]([O:8][C:9]1[C:14]([NH2:25])=[CH:13][N:12]=[C:11]([N:18]2[CH:22]=[CH:21][CH:20]=[N:19]2)[N:10]=1)[C:2]1[CH:3]=[CH:4][CH:5]=[CH:6][CH:7]=1. (2) The reactants are N1C=CC=CC=1.[CH2:7]([O:14][CH2:15][C@H:16]1[O:21][C@@H:20]([O:22][CH2:23][C@H:24]2[O:37][C@@H:28]([O:29][Si](C(C)(C)C)(C)C)[C@H:27]([NH:38][C:39](=[O:61])[CH2:40][C@H:41]([O:53][CH2:54][C:55]3[CH:60]=[CH:59][CH:58]=[CH:57][CH:56]=3)[CH2:42][CH2:43][CH2:44][CH2:45][CH2:46][CH2:47][CH2:48][CH2:49][CH2:50][CH2:51][CH3:52])[C@@H:26]([O:62][C:63](=[O:85])[CH2:64][C@H:65]([O:77][CH2:78][C:79]3[CH:84]=[CH:83][CH:82]=[CH:81][CH:80]=3)[CH2:66][CH2:67][CH2:68][CH2:69][CH2:70][CH2:71][CH2:72][CH2:73][CH2:74][CH2:75][CH3:76])[C@@H:25]2[O:86][CH2:87][C:88]2[CH:93]=[CH:92][CH:91]=[CH:90][CH:89]=2)[C@H:19]([NH:94][C:95](=[O:123])[CH2:96][C@H:97]([O:109][C:110](=[O:122])[CH2:111][CH2:112][CH2:113][CH2:114][CH2:115][CH2:116][CH2:117][CH2:118][CH2:119][CH2:120][CH3:121])[CH2:98][CH2:99][CH2:100][CH2:101][CH2:102][CH2:103][CH2:104][CH2:105][CH2:106][CH2:107][CH3:108])[C@@H:18]([O:124][C:125](=[O:155])[CH2:126][C@H:127]([O:139][C:140](=[O:154])[CH2:141][CH2:142][CH2:143][CH2:144][CH2:145][CH2:146][CH2:147][CH2:148][CH2:149][CH2:150][CH2:151][CH2:152][CH3:153])[CH2:128][CH2:129][CH2:130][CH2:131][CH2:132][CH2:133][CH2:134][CH2:135][CH2:136][CH2:137][CH3:138])[C@@H:17]1[O:156][P:157]1(=[O:168])[O:163][CH2:162][C:161]2[CH:164]=[CH:165][CH:166]=[CH:167][C:160]=2[CH2:159][O:158]1)[C:8]1[CH:13]=[CH:12][CH:11]=[CH:10][CH:9]=1. The catalyst is C1COCC1.C(OCC)(=O)C. The product is [CH2:7]([O:14][CH2:15][C@H:16]1[O:21][C@@H:20]([O:22][CH2:23][C@H:24]2[O:37][C@H:28]([OH:29])[C@H:27]([NH:38][C:39](=[O:61])[CH2:40][C@H:41]([O:53][CH2:54][C:55]3[CH:56]=[CH:57][CH:58]=[CH:59][CH:60]=3)[CH2:42][CH2:43][CH2:44][CH2:45][CH2:46][CH2:47][CH2:48][CH2:49][CH2:50][CH2:51][CH3:52])[C@@H:26]([O:62][C:63](=[O:85])[CH2:64][C@H:65]([O:77][CH2:78][C:79]3[CH:80]=[CH:81][CH:82]=[CH:83][CH:84]=3)[CH2:66][CH2:67][CH2:68][CH2:69][CH2:70][CH2:71][CH2:72][CH2:73][CH2:74][CH2:75][CH3:76])[C@@H:25]2[O:86][CH2:87][C:88]2[CH:93]=[CH:92][CH:91]=[CH:90][CH:89]=2)[C@H:19]([NH:94][C:95](=[O:123])[CH2:96][C@H:97]([O:109][C:110](=[O:122])[CH2:111][CH2:112][CH2:113][CH2:114][CH2:115][CH2:116][CH2:117][CH2:118][CH2:119][CH2:120][CH3:121])[CH2:98][CH2:99][CH2:100][CH2:101][CH2:102][CH2:103][CH2:104][CH2:105][CH2:106][CH2:107][CH3:108])[C@@H:18]([O:124][C:125](=[O:155])[CH2:126][C@H:127]([O:139][C:140](=[O:154])[CH2:141][CH2:142][CH2:143][CH2:144][CH2:145][CH2:146][CH2:147][CH2:148][CH2:149][CH2:150][CH2:151][CH2:152][CH3:153])[CH2:128][CH2:129][CH2:130][CH2:131][CH2:132][CH2:133][CH2:134][CH2:135][CH2:136][CH2:137][CH3:138])[C@@H:17]1[O:156][P:157]1(=[O:168])[O:158][CH2:159][C:160]2[CH:167]=[CH:166][CH:165]=[CH:164][C:161]=2[CH2:162][O:163]1)[C:8]1[CH:9]=[CH:10][CH:11]=[CH:12][CH:13]=1. The yield is 0.840. (3) The reactants are [F:1][C:2]([F:12])([F:11])[C:3]1[CH:8]=[CH:7][C:6]([C:9]#[N:10])=[CH:5][CH:4]=1.C(N)(=[S:15])C.Cl.O. The catalyst is CN(C=O)C. The product is [F:1][C:2]([F:11])([F:12])[C:3]1[CH:4]=[CH:5][C:6]([C:9]([NH2:10])=[S:15])=[CH:7][CH:8]=1. The yield is 0.730. (4) The reactants are F[C:2]1[CH:7]=[CH:6][C:5]([N+:8]([O-:10])=[O:9])=[C:4]([O:11][CH3:12])[CH:3]=1.[NH:13]1[CH2:18][CH2:17][CH2:16][C@H:15]([C:19]([OH:21])=[O:20])[CH2:14]1.C([O-])([O-])=O.[K+].[K+]. The catalyst is CN(C=O)C. The product is [CH3:12][O:11][C:4]1[CH:3]=[C:2]([N:13]2[CH2:18][CH2:17][CH2:16][C@H:15]([C:19]([OH:21])=[O:20])[CH2:14]2)[CH:7]=[CH:6][C:5]=1[N+:8]([O-:10])=[O:9]. The yield is 0.630. (5) The reactants are [CH3:1][C:2]1[C:3]([N+:16]([O-:18])=[O:17])=[CH:4][C:5]([N+:13]([O-:15])=[O:14])=[C:6]([CH:12]=1)[C:7]([O:9][CH2:10][CH3:11])=[O:8].C[C:20]([N:22]([CH3:24])[CH3:23])=O. The catalyst is CN(C=O)C. The product is [CH3:20][N:22]([CH3:24])/[CH:23]=[CH:1]/[C:2]1[C:3]([N+:16]([O-:18])=[O:17])=[CH:4][C:5]([N+:13]([O-:15])=[O:14])=[C:6]([CH:12]=1)[C:7]([O:9][CH2:10][CH3:11])=[O:8]. The yield is 0.280. (6) The reactants are [N+:1]([C:4]1[CH:5]=[CH:6][C:7]2[CH2:13][CH2:12][CH2:11][NH:10][C:9](=[O:14])[C:8]=2[CH:15]=1)([O-])=O. The catalyst is CO.[Pd]. The product is [NH2:1][C:4]1[CH:5]=[CH:6][C:7]2[CH2:13][CH2:12][CH2:11][NH:10][C:9](=[O:14])[C:8]=2[CH:15]=1. The yield is 0.900. (7) The reactants are [CH3:1][S:2][C:3]1[CH:8]=[CH:7][C:6]([C:9]([F:12])([F:11])[F:10])=[CH:5][C:4]=1[C:13](=O)[CH3:14].BrC[C:18]([OH:20])=[O:19].O. The catalyst is C(O)(=O)C. The product is [CH3:14][C:13]1[C:4]2[CH:5]=[C:6]([C:9]([F:12])([F:11])[F:10])[CH:7]=[CH:8][C:3]=2[S:2][C:1]=1[C:18]([OH:20])=[O:19]. The yield is 0.690. (8) The reactants are CCN(C(C)C)C(C)C.[CH3:10][NH:11][CH2:12][C:13]1[CH:18]=[CH:17][CH:16]=[CH:15][CH:14]=1.[F:19][C:20]1[CH:25]=[CH:24][C:23]([C:26]2[O:27][C:28]3[CH:38]=[CH:37][C:36]([C:39]4[CH:40]=[C:41]([CH:45]=[CH:46][CH:47]=4)[C:42](O)=[O:43])=[CH:35][C:29]=3[C:30]=2[C:31](=[O:34])[NH:32][CH3:33])=[CH:22][CH:21]=1.CN(C(ON1N=NC2C=CC=NC1=2)=[N+](C)C)C.F[P-](F)(F)(F)(F)F. The catalyst is CN(C=O)C.CO. The product is [CH2:12]([N:11]([CH3:10])[C:42]([C:41]1[CH:40]=[C:39]([C:36]2[CH:37]=[CH:38][C:28]3[O:27][C:26]([C:23]4[CH:24]=[CH:25][C:20]([F:19])=[CH:21][CH:22]=4)=[C:30]([C:31]([NH:32][CH3:33])=[O:34])[C:29]=3[CH:35]=2)[CH:47]=[CH:46][CH:45]=1)=[O:43])[C:13]1[CH:18]=[CH:17][CH:16]=[CH:15][CH:14]=1. The yield is 0.470. (9) The reactants are [C:1]([C:4]1[CH:39]=[CH:38][C:7]([O:8][C:9]2[CH:10]=[C:11]([C:21]3[N:22](C(OC(C)(C)C)=O)[C:23]([C:26]4[S:27][CH:28]=[CH:29][N:30]=4)=[CH:24][CH:25]=3)[CH:12]=[C:13]([O:15][C@@H:16]([CH3:20])[CH2:17][O:18][CH3:19])[CH:14]=2)=[CH:6][CH:5]=1)(=[O:3])[CH3:2].FC(F)(F)C(O)=O. The catalyst is ClCCl. The product is [CH3:19][O:18][CH2:17][C@H:16]([CH3:20])[O:15][C:13]1[CH:14]=[C:9]([CH:10]=[C:11]([C:21]2[NH:22][C:23]([C:26]3[S:27][CH:28]=[CH:29][N:30]=3)=[CH:24][CH:25]=2)[CH:12]=1)[O:8][C:7]1[CH:38]=[CH:39][C:4]([C:1](=[O:3])[CH3:2])=[CH:5][CH:6]=1. The yield is 0.940.